Task: Predict the reaction yield, written as a fraction of the theoretical maximum amount of product (1.0 means a 100% yield; for example, 0.34 means a 34% yield).. Dataset: Reaction yield outcomes from USPTO patents with 853,638 reactions (1) The reactants are [CH:1]1([C:4]([N:6]2[CH2:10][CH2:9][C@@H:8]([CH2:11][NH:12][C:13]3[C:18]([NH2:19])=[CH:17][CH:16]=[CH:15][N:14]=3)[CH2:7]2)=[O:5])[CH2:3][CH2:2]1.[NH:20]1[C:28]2[C:23](=[CH:24][CH:25]=[C:26]([C:29]3[CH:36]=[CH:35][C:32]([CH:33]=O)=[CH:31][CH:30]=3)[CH:27]=2)[CH:22]=[CH:21]1. The product is [CH:1]1([C:4]([N:6]2[CH2:10][CH2:9][C@@H:8]([CH2:11][N:12]3[C:13]4=[N:14][CH:15]=[CH:16][CH:17]=[C:18]4[N:19]=[C:33]3[C:32]3[CH:35]=[CH:36][C:29]([C:26]4[CH:27]=[C:28]5[C:23]([CH:22]=[CH:21][NH:20]5)=[CH:24][CH:25]=4)=[CH:30][CH:31]=3)[CH2:7]2)=[O:5])[CH2:3][CH2:2]1. The catalyst is CN1CCCC1=O. The yield is 0.110. (2) The reactants are Cl.[NH2:2][CH2:3][C:4]1[CH:5]=[C:6]2[C:10](=[CH:11][CH:12]=1)[C:9](=[O:13])[N:8]([CH:14]1[CH2:19][CH2:18][C:17](=[O:20])[NH:16][C:15]1=[O:21])[CH2:7]2.[F:22][C:23]([F:34])([C:27]1[CH:32]=[CH:31][CH:30]=[C:29]([F:33])[CH:28]=1)[C:24](O)=[O:25].F[P-](F)(F)(F)(F)F.CN(C(N(C)C)=[N+]1C2C(=NC=CC=2)[N+]([O-])=N1)C.C(N(CC)C(C)C)(C)C. The catalyst is CN(C)C=O.O. The product is [O:21]=[C:15]1[CH:14]([N:8]2[CH2:7][C:6]3[C:10](=[CH:11][CH:12]=[C:4]([CH2:3][NH:2][C:24](=[O:25])[C:23]([F:34])([F:22])[C:27]4[CH:32]=[CH:31][CH:30]=[C:29]([F:33])[CH:28]=4)[CH:5]=3)[C:9]2=[O:13])[CH2:19][CH2:18][C:17](=[O:20])[NH:16]1. The yield is 0.100. (3) The reactants are Cl[C:2]1[N:7]=[C:6]([NH:8][CH3:9])[C:5]([N+:10]([O-:12])=[O:11])=[CH:4][N:3]=1.[CH2:13]([N:15]([CH2:26][CH3:27])[CH2:16][CH2:17][O:18][C:19]1[CH:25]=[CH:24][C:22]([NH2:23])=[CH:21][CH:20]=1)[CH3:14]. The catalyst is C1COCC1.CC(O)C. The product is [CH2:26]([N:15]([CH2:13][CH3:14])[CH2:16][CH2:17][O:18][C:19]1[CH:20]=[CH:21][C:22]([NH:23][C:2]2[N:7]=[C:6]([NH:8][CH3:9])[C:5]([N+:10]([O-:12])=[O:11])=[CH:4][N:3]=2)=[CH:24][CH:25]=1)[CH3:27]. The yield is 0.800. (4) The reactants are [CH2:1](O)[CH3:2].[O:4]1[CH:8]=[CH:7][CH:6]=[C:5]1[C:9]([OH:11])=[O:10].O.C1(C)C=CC(S(O)(=O)=O)=CC=1.C(N(CC)CC)C. The catalyst is C1(C)C=CC=CC=1. The product is [O:4]1[CH:8]=[CH:7][CH:6]=[C:5]1[C:9]([O:11][CH2:1][CH3:2])=[O:10]. The yield is 0.880.